This data is from Reaction yield outcomes from USPTO patents with 853,638 reactions. The task is: Predict the reaction yield, written as a fraction of the theoretical maximum amount of product (1.0 means a 100% yield; for example, 0.34 means a 34% yield). (1) The reactants are [CH2:1](Br)[C:2]1[CH:7]=[CH:6][CH:5]=[CH:4][CH:3]=1.[Br:9][C:10]1[N:15]=[CH:14][C:13]([OH:16])=[CH:12][CH:11]=1.C(=O)([O-])[O-].[K+].[K+]. The catalyst is CC(C)=O. The product is [CH2:1]([O:16][C:13]1[CH:12]=[CH:11][C:10]([Br:9])=[N:15][CH:14]=1)[C:2]1[CH:7]=[CH:6][CH:5]=[CH:4][CH:3]=1. The yield is 0.820. (2) The reactants are [NH2:1][C:2]1[CH:3]=[C:4]([NH:9][C:10](=O)C)[CH:5]=[CH:6][C:7]=1[CH3:8].[Cl:13]C1[N:19]=[CH:18][CH:17]=[CH:16][N:15]=1. The catalyst is CN(C=O)C. The product is [ClH:13].[CH3:8][C:7]1[C:2]([NH2:1])=[CH:3][C:4]([NH:9][C:10]2[N:19]=[CH:18][CH:17]=[CH:16][N:15]=2)=[CH:5][CH:6]=1. The yield is 0.750.